From a dataset of Catalyst prediction with 721,799 reactions and 888 catalyst types from USPTO. Predict which catalyst facilitates the given reaction. (1) Reactant: CC(C)([O-])C.[K+].Cl.[NH2:8][C:9]([NH2:11])=[NH:10].CN(C)[CH:14]=[C:15]([C:25]1[CH:26]=[CH:27][C:28](=[O:34])[N:29]([CH:31]([CH3:33])[CH3:32])[N:30]=1)[C:16](=O)[C:17]1[CH:22]=[CH:21][C:20]([F:23])=[CH:19][CH:18]=1.O. Product: [NH2:10][C:9]1[N:11]=[C:16]([C:17]2[CH:18]=[CH:19][C:20]([F:23])=[CH:21][CH:22]=2)[C:15]([C:25]2[CH:26]=[CH:27][C:28](=[O:34])[N:29]([CH:31]([CH3:32])[CH3:33])[N:30]=2)=[CH:14][N:8]=1. The catalyst class is: 254. (2) Reactant: [N:1]([C@@H:4]([C@@H:37]([C:45]1[CH:50]=[CH:49][C:48]([Cl:51])=[CH:47][CH:46]=1)[C:38]1[CH:43]=[CH:42][CH:41]=[C:40]([F:44])[CH:39]=1)[C:5]([NH:7][C:8]1[CH:9]=[N:10][CH:11]=[C:12]([F:36])[C:13]=1[CH2:14][CH2:15][C@@H:16]1[N:21]([S:22]([CH:25]2[CH2:27][CH2:26]2)(=[O:24])=[O:23])[C@@H:20]([CH3:28])[CH2:19][N:18]([C:29]([O:31][C:32]([CH3:35])([CH3:34])[CH3:33])=[O:30])[CH2:17]1)=[O:6])=[N+]=[N-].CP(C)C. Product: [NH2:1][C@@H:4]([C@@H:37]([C:45]1[CH:50]=[CH:49][C:48]([Cl:51])=[CH:47][CH:46]=1)[C:38]1[CH:43]=[CH:42][CH:41]=[C:40]([F:44])[CH:39]=1)[C:5]([NH:7][C:8]1[CH:9]=[N:10][CH:11]=[C:12]([F:36])[C:13]=1[CH2:14][CH2:15][C@@H:16]1[N:21]([S:22]([CH:25]2[CH2:26][CH2:27]2)(=[O:24])=[O:23])[C@@H:20]([CH3:28])[CH2:19][N:18]([C:29]([O:31][C:32]([CH3:34])([CH3:33])[CH3:35])=[O:30])[CH2:17]1)=[O:6]. The catalyst class is: 161. (3) Reactant: [CH3:1][O:2][C:3](=[O:28])[CH2:4][O:5][C:6]1[CH:15]=[CH:14][C:13]([F:16])=[C:12]2[C:7]=1[C:8](=[O:27])[C:9]([CH2:19][C:20]1[CH:25]=[CH:24][C:23]([F:26])=[CH:22][CH:21]=1)=[C:10]([CH2:17][CH3:18])[NH:11]2.C(=O)([O-])[O-].[K+].[K+].Cl[C:36](OC(=O)C)([F:38])[F:37]. Product: [CH3:1][O:2][C:3](=[O:28])[CH2:4][O:5][C:6]1[CH:15]=[CH:14][C:13]([F:16])=[C:12]2[C:7]=1[C:8]([O:27][CH:36]([F:38])[F:37])=[C:9]([CH2:19][C:20]1[CH:21]=[CH:22][C:23]([F:26])=[CH:24][CH:25]=1)[C:10]([CH2:17][CH3:18])=[N:11]2. The catalyst class is: 6. (4) Reactant: [Br:1][C:2]1[CH:7]=[CH:6][NH:5][C:4](=[O:8])[CH:3]=1.[CH3:9][C:10]1([CH3:13])[CH2:12][O:11]1.C(=O)([O-])[O-].[K+].[K+]. Product: [Br:1][C:2]1[CH:7]=[CH:6][N:5]([CH2:9][C:10]([OH:11])([CH3:13])[CH3:12])[C:4](=[O:8])[CH:3]=1. The catalyst class is: 9.